Dataset: CYP2C9 inhibition data for predicting drug metabolism from PubChem BioAssay. Task: Regression/Classification. Given a drug SMILES string, predict its absorption, distribution, metabolism, or excretion properties. Task type varies by dataset: regression for continuous measurements (e.g., permeability, clearance, half-life) or binary classification for categorical outcomes (e.g., BBB penetration, CYP inhibition). Dataset: cyp2c9_veith. The compound is N=C(N=C(N)N)N1CCOCC1. The result is 0 (non-inhibitor).